Dataset: Forward reaction prediction with 1.9M reactions from USPTO patents (1976-2016). Task: Predict the product of the given reaction. (1) Given the reactants [CH2:1]1[N:6](C(OCC2C=CC=CC=2)=O)[CH2:5][CH2:4][N:3]2[CH2:17][CH2:18][CH2:19][CH2:20][C@H:2]12, predict the reaction product. The product is: [CH2:1]1[NH:6][CH2:5][CH2:4][N:3]2[CH2:17][CH2:18][CH2:19][CH2:20][C@H:2]12. (2) Given the reactants [CH2:1]([O:8][C:9]([NH:11][C@@H:12]([CH2:23][C:24]1[CH:29]=[CH:28][C:27](OS(C(F)(F)F)(=O)=O)=[CH:26][CH:25]=1)[C:13]([N:15]1[CH2:18][CH:17]([C:19]([O:21][CH3:22])=[O:20])[CH2:16]1)=[O:14])=[O:10])[C:2]1[CH:7]=[CH:6][CH:5]=[CH:4][CH:3]=1.[CH3:53][C:48]1([CH3:54])[C:49]([CH3:52])([CH3:51])[O:50][B:46]([B:46]2[O:50][C:49]([CH3:52])([CH3:51])[C:48]([CH3:54])([CH3:53])[O:47]2)[O:47]1.C([O-])(=O)C.[K+].O, predict the reaction product. The product is: [CH2:1]([O:8][C:9]([NH:11][C@@H:12]([CH2:23][C:24]1[CH:29]=[CH:28][C:27]([B:46]2[O:47][C:48]([CH3:53])([CH3:54])[C:49]([CH3:51])([CH3:52])[O:50]2)=[CH:26][CH:25]=1)[C:13]([N:15]1[CH2:18][CH:17]([C:19]([O:21][CH3:22])=[O:20])[CH2:16]1)=[O:14])=[O:10])[C:2]1[CH:7]=[CH:6][CH:5]=[CH:4][CH:3]=1. (3) Given the reactants [NH2:1][C@H:2]1[CH2:7][CH2:6][CH2:5][CH2:4][C@H:3]1[NH:8][C:9]1[CH:10]=[C:11]([NH:17][C:18]2[O:22][N:21]=[C:20]([CH3:23])[CH:19]=2)[C:12]([C:15]#[N:16])=[N:13][CH:14]=1.[OH-].[Na+].OO.CC(O)=[O:30], predict the reaction product. The product is: [NH2:1][C@H:2]1[CH2:7][CH2:6][CH2:5][CH2:4][C@H:3]1[NH:8][C:9]1[CH:10]=[C:11]([NH:17][C:18]2[O:22][N:21]=[C:20]([CH3:23])[CH:19]=2)[C:12]([C:15]([NH2:16])=[O:30])=[N:13][CH:14]=1. (4) The product is: [CH3:1][C:2]1[CH:7]=[CH:6][CH:5]=[C:4]([CH3:8])[C:3]=1[O:9][CH2:10][C:11]1[C:15]([CH2:16][OH:17])=[C:14]([CH:20]([CH3:22])[CH3:21])[O:13][N:12]=1. Given the reactants [CH3:1][C:2]1[CH:7]=[CH:6][CH:5]=[C:4]([CH3:8])[C:3]=1[O:9][CH2:10][C:11]1[C:15]([C:16](OC)=[O:17])=[C:14]([CH:20]([CH3:22])[CH3:21])[O:13][N:12]=1.[H-].C([Al+]CC(C)C)C(C)C.C1(C)C=CC=CC=1.[C@H](O)(C([O-])=O)[C@@H](O)C([O-])=O.[Na+].[K+], predict the reaction product. (5) The product is: [C:1]([O:5][C:6]1[CH:7]=[C:8]([CH:14]=[CH:15][CH:16]=1)[CH2:9][OH:10])([CH3:4])([CH3:2])[CH3:3]. Given the reactants [C:1]([O:5][C:6]1[CH:7]=[C:8]([CH:14]=[CH:15][CH:16]=1)[C:9](OCC)=[O:10])([CH3:4])([CH3:3])[CH3:2].[H-].[Al+3].[Li+].[H-].[H-].[H-].O, predict the reaction product. (6) Given the reactants C(O[CH2:7][CH2:8][CH2:9][CH2:10][OH:11])(=O)C(C)=C.CO[C:14]1[CH:19]=[CH:18][C:17]([OH:20])=[CH:16][CH:15]=1.[C:35]([O-])(=O)[CH2:36][CH2:23][CH2:24][CH2:25][CH2:23][CH2:24][CH2:25][CH2:23][CH2:24][CH2:25]C.[C:35]([O-])(=O)[CH2:36][CH2:35][CH2:36][CH2:23][CH2:24][CH2:25][CH2:35][CH2:36][CH2:23][CH2:24][CH3:25].[CH2:35]([Sn+2][CH2:23][CH2:24][CH2:25]C)[CH2:36][CH2:35][CH3:36].C1(=O)OCCCCC1.C1(CO)CCC(CO)CC1.C(OCCOCCOCCOC(=O)C(C)=C)(=O)C(C)=C.C1(C=CC(O)=CC=1)O.C12(C)C(C)(C)C(CC1)C(=O)C2=O.CN(C)C1C=CC(C(OCC)=O)=CC=1.O=[Si]=O.[SiH4], predict the reaction product. The product is: [OH:20][C:17]1[CH:18]=[CH:19][C:14]([C:24]([C:7]2[CH:8]=[CH:9][C:10]([OH:11])=[CH:36][CH:35]=2)([CH3:25])[CH3:23])=[CH:15][CH:16]=1.